From a dataset of Reaction yield outcomes from USPTO patents with 853,638 reactions. Predict the reaction yield, written as a fraction of the theoretical maximum amount of product (1.0 means a 100% yield; for example, 0.34 means a 34% yield). (1) No catalyst specified. The yield is 0.520. The product is [C:1]([C:5]1[C:6]2[CH:12]([C:13]3[CH:18]=[CH:17][CH:16]=[CH:15][C:14]=3[O:19][CH3:20])[N:11]([C:21]3[CH:26]=[CH:25][C:24]([C:27]4[O:31][N:30]=[C:29]([O:52][C:48]([CH3:51])([CH3:50])[CH3:49])[C:28]=4[N:44]=[C:46]=[O:47])=[CH:23][CH:22]=3)[C:10](=[O:35])[C:7]=2[NH:8][N:9]=1)([CH3:2])([CH3:4])[CH3:3]. The reactants are [C:1]([C:5]1[C:6]2[CH:12]([C:13]3[CH:18]=[CH:17][CH:16]=[CH:15][C:14]=3[O:19][CH3:20])[N:11]([C:21]3[CH:26]=[CH:25][C:24]([C:27]4[O:31][N:30]=[C:29](C(O)=O)[CH:28]=4)=[CH:23][CH:22]=3)[C:10](=[O:35])[C:7]=2[NH:8][N:9]=1)([CH3:4])([CH3:3])[CH3:2].C(N(CC)CC)C.C[N:44]([CH:46]=[O:47])C.[C:48]([OH:52])([CH3:51])([CH3:50])[CH3:49]. (2) The reactants are [CH2:1]([C:3]1[CH:8]=[CH:7][C:6]([F:9])=[CH:5][CH:4]=1)[CH3:2].[Li]CCCC.B(OC)(OC)[O:16]C. The catalyst is C1COCC1.CN(C)CCN(C)CCN(C)C. The product is [CH2:1]([C:3]1[CH:4]=[CH:5][C:6]([F:9])=[C:7]([OH:16])[CH:8]=1)[CH3:2]. The yield is 0.940. (3) The reactants are [CH2:1]([CH:3]1[C:8]2([C:13](=[O:14])[CH2:12][CH2:11][CH2:10][CH2:9]2)[CH:7]([CH3:15])[CH:6]=[CH:5][CH2:4]1)[CH3:2].[H-].[H-].[H-].[H-].[Li+].[Al+3]. No catalyst specified. The product is [CH2:1]([CH:3]1[C:8]2([CH:13]([OH:14])[CH2:12][CH2:11][CH2:10][CH2:9]2)[CH:7]([CH3:15])[CH:6]=[CH:5][CH2:4]1)[CH3:2]. The yield is 0.920. (4) The reactants are [Cl:1][C:2]1[C:3]([N+:16]([O-])=O)=[CH:4][C:5]([N+:13]([O-])=O)=[C:6](/[CH:8]=[CH:9]/N(C)C)[CH:7]=1. The catalyst is [Ni].CCO. The product is [Cl:1][C:2]1[CH:7]=[C:6]2[C:5](=[CH:4][C:3]=1[NH2:16])[NH:13][CH:9]=[CH:8]2. The yield is 0.160. (5) The reactants are [OH-].[Na+].[CH2:3]([O:5][CH2:6][CH:7]1[O:11][N:10]=[C:9]([C:12]([O:14]CC)=[O:13])[CH2:8]1)[CH3:4].Cl. The catalyst is C(O)C. The product is [CH2:3]([O:5][CH2:6][CH:7]1[O:11][N:10]=[C:9]([C:12]([OH:14])=[O:13])[CH2:8]1)[CH3:4]. The yield is 0.940. (6) The reactants are [C:1]([O:5][C:6]([C:8]1[CH:13]=[CH:12][CH:11]=[C:10]([CH:14]2[CH2:18][CH2:17][N:16](CC3C=CC=CC=3)[CH2:15]2)[N:9]=1)=[O:7])([CH3:4])([CH3:3])[CH3:2].C([O-])=O.[NH4+]. The catalyst is CO.[Pd]. The product is [C:1]([O:5][C:6]([C:8]1[CH:13]=[CH:12][CH:11]=[C:10]([CH:14]2[CH2:18][CH2:17][NH:16][CH2:15]2)[N:9]=1)=[O:7])([CH3:4])([CH3:2])[CH3:3]. The yield is 0.880. (7) The reactants are [Br:1][C:2]1[CH:3]=[N:4][CH:5]=[C:6]([CH2:8]Cl)[CH:7]=1.C([O-])([O-])=O.[K+].[K+].[SH:16][CH2:17][C:18]([O:20][CH3:21])=[O:19]. The catalyst is C(#N)C. The product is [Br:1][C:2]1[CH:7]=[C:6]([CH2:8][S:16][CH2:17][C:18]([O:20][CH3:21])=[O:19])[CH:5]=[N:4][CH:3]=1. The yield is 0.800.